From a dataset of Reaction yield outcomes from USPTO patents with 853,638 reactions. Predict the reaction yield, written as a fraction of the theoretical maximum amount of product (1.0 means a 100% yield; for example, 0.34 means a 34% yield). (1) The reactants are [ClH:1].[CH3:2][C:3]1[N:8]=[C:7]([CH2:9]O)[CH:6]=[CH:5][CH:4]=1. The catalyst is O=S(Cl)Cl. The product is [Cl:1][CH2:9][C:7]1[CH:6]=[CH:5][CH:4]=[C:3]([CH3:2])[N:8]=1. The yield is 0.630. (2) The reactants are [C:1]1([CH2:7][CH2:8][SH:9])[CH:6]=[CH:5][CH:4]=[CH:3][CH:2]=1.Br[CH2:11][C:12]1[CH:13]=[C:14]([CH:19]=[CH:20][CH:21]=1)[C:15]([O:17][CH3:18])=[O:16].C([O-])([O-])=O.[Cs+].[Cs+]. The catalyst is CN(C=O)C.C(OCC)(=O)C.O. The product is [CH2:8]([S:9][CH2:11][C:12]1[CH:13]=[C:14]([CH:19]=[CH:20][CH:21]=1)[C:15]([O:17][CH3:18])=[O:16])[CH2:7][C:1]1[CH:6]=[CH:5][CH:4]=[CH:3][CH:2]=1. The yield is 0.960. (3) The reactants are Br[C:2]1[CH:3]=[C:4]([S:9]([N:12]2[CH2:17][CH2:16][O:15][CH2:14][CH2:13]2)(=[O:11])=[O:10])[C:5]([NH2:8])=[N:6][CH:7]=1.[N:18]1[CH:23]=[CH:22][C:21]([C:24]2[C:33]3[C:28](=[CH:29][CH:30]=[C:31](B4OC(C)(C)C(C)(C)O4)[CH:32]=3)[N:27]=[CH:26][CH:25]=2)=[CH:20][CH:19]=1.ClCCl.C([O-])([O-])=O.[K+].[K+]. The catalyst is C1C=CC(P(C2C=CC=CC=2)[C-]2C=CC=C2)=CC=1.C1C=CC(P(C2C=CC=CC=2)[C-]2C=CC=C2)=CC=1.Cl[Pd]Cl.[Fe+2].O1CCOCC1. The product is [N:12]1([S:9]([C:4]2[C:5]([NH2:8])=[N:6][CH:7]=[C:2]([C:31]3[CH:32]=[C:33]4[C:28](=[CH:29][CH:30]=3)[N:27]=[CH:26][CH:25]=[C:24]4[C:21]3[CH:22]=[CH:23][N:18]=[CH:19][CH:20]=3)[CH:3]=2)(=[O:11])=[O:10])[CH2:17][CH2:16][O:15][CH2:14][CH2:13]1. The yield is 0.370. (4) The reactants are [C:1]12[C:7](=[CH:8][CH:9]=[CH:10][CH:11]=1)[NH:6][C:5](=[O:12])[O:4][C:2]2=[O:3].[H-].[Na+].[F:15][C:16]1[CH:23]=[CH:22][C:19]([CH2:20]Br)=[CH:18][CH:17]=1.O. The catalyst is CN(C)C=O. The product is [F:15][C:16]1[CH:23]=[CH:22][C:19]([CH2:20][N:6]2[C:7]3[CH:8]=[CH:9][CH:10]=[CH:11][C:1]=3[C:2](=[O:3])[O:4][C:5]2=[O:12])=[CH:18][CH:17]=1. The yield is 0.900. (5) The reactants are [CH2:1]([NH:9][C:10]([C:12]1[S:30][C:15]2[N:16]=[C:17]([NH:21][CH2:22][CH2:23][CH2:24][CH2:25][CH2:26][CH2:27][CH2:28][CH3:29])[O:18][C:19](=[O:20])[C:14]=2[C:13]=1[CH3:31])=[O:11])[CH2:2][CH2:3][CH2:4][CH2:5][CH2:6][CH2:7][CH3:8].[O-]CC.[Na+].Cl. The catalyst is C(O)C. The product is [CH2:1]([NH:9][C:10]([C:12]1[S:30][C:15]2[NH:16][C:17](=[O:18])[N:21]([CH2:22][CH2:23][CH2:24][CH2:25][CH2:26][CH2:27][CH2:28][CH3:29])[C:19](=[O:20])[C:14]=2[C:13]=1[CH3:31])=[O:11])[CH2:2][CH2:3][CH2:4][CH2:5][CH2:6][CH2:7][CH3:8]. The yield is 1.00. (6) The reactants are C([O:8][C:9]1[C:14]2[N:15]=[C:16]([NH:18][C:19](=[O:28])[C:20]3[CH:25]=[CH:24][C:23]([CH2:26][Cl:27])=[CH:22][CH:21]=3)[S:17][C:13]=2[C:12]([N:29]2[CH2:34][CH2:33][O:32][CH2:31][CH2:30]2)=[CH:11][CH:10]=1)C1C=CC=CC=1.B(Cl)(Cl)Cl.O.CO. The catalyst is C(Cl)Cl.[I-].C([N+](CCCC)(CCCC)CCCC)CCC. The product is [Cl:27][CH2:26][C:23]1[CH:22]=[CH:21][C:20]([C:19]([NH:18][C:16]2[S:17][C:13]3[C:12]([N:29]4[CH2:34][CH2:33][O:32][CH2:31][CH2:30]4)=[CH:11][CH:10]=[C:9]([OH:8])[C:14]=3[N:15]=2)=[O:28])=[CH:25][CH:24]=1. The yield is 0.180. (7) The reactants are [CH2:1]([C:8]1[NH:9][C:10]([C:13]([NH:15][C@@H:16]2[C:22](=[O:23])[NH:21][C:20]3[CH:24]=[CH:25][CH:26]=[CH:27][C:19]=3[CH2:18][CH2:17]2)=[O:14])=[N:11][N:12]=1)[C:2]1[CH:7]=[CH:6][CH:5]=[CH:4][CH:3]=1.C1C(=O)N([Cl:35])C(=O)C1. The catalyst is CC(N(C)C)=O. The product is [CH2:1]([C:8]1[NH:9][C:10]([C:13]([NH:15][C@@H:16]2[C:22](=[O:23])[NH:21][C:20]3[CH:24]=[CH:25][C:26]([Cl:35])=[CH:27][C:19]=3[CH2:18][CH2:17]2)=[O:14])=[N:11][N:12]=1)[C:2]1[CH:3]=[CH:4][CH:5]=[CH:6][CH:7]=1. The yield is 0.940. (8) The reactants are [CH2:1]([NH:3][C:4]1[C:9]([CH:10]=O)=[CH:8][N:7]=[C:6]2[NH:12][CH:13]=[CH:14][C:5]=12)[CH3:2].[Cl:15][C:16]1[C:22]([O:23][CH3:24])=[CH:21][C:20]([O:25][CH3:26])=[C:19]([F:27])[C:17]=1[NH2:18].CC1(C)C2CC[C@@]1(CS(O)(=O)=O)C(=O)C2.C1(C)C=CC=CC=1.[AlH4-].[Li+]. The catalyst is O. The product is [Cl:15][C:16]1[C:22]([O:23][CH3:24])=[CH:21][C:20]([O:25][CH3:26])=[C:19]([F:27])[C:17]=1[NH:18][CH2:10][C:9]1[CH:8]=[N:7][C:6]2[NH:12][CH:13]=[CH:14][C:5]=2[C:4]=1[NH:3][CH2:1][CH3:2]. The yield is 0.350. (9) The reactants are [Br:1][C:2]1[C:11]2[C:10](=O)[CH2:9][CH2:8][CH2:7][C:6]=2[CH:5]=[CH:4][C:3]=1[NH:13][S:14]([C:17]1[CH:22]=[CH:21][C:20]([F:23])=[CH:19][CH:18]=1)(=[O:16])=[O:15].[BH4-].[Na+]. The catalyst is C(O)(C)C. The product is [Br:1][C:2]1[C:11]2[CH:10]=[CH:9][CH2:8][CH2:7][C:6]=2[CH:5]=[CH:4][C:3]=1[NH:13][S:14]([C:17]1[CH:18]=[CH:19][C:20]([F:23])=[CH:21][CH:22]=1)(=[O:16])=[O:15]. The yield is 0.680. (10) The reactants are [CH2:1]([O:4][C:5]1[CH:10]=[CH:9][CH:8]=[CH:7][C:6]=1[C:11]1[C:12]2[C:13]3[CH2:24][CH2:23][NH:22][CH2:21][CH2:20][C:14]=3[NH:15][C:16]=2[CH:17]=[CH:18][CH:19]=1)[CH2:2][CH3:3].C([BH3-])#N.[Na+]. The catalyst is FC(F)(F)C(O)=O.CO.O. The product is [CH2:1]([O:4][C:5]1[CH:10]=[CH:9][CH:8]=[CH:7][C:6]=1[C:11]1[C:12]2[C@@H:13]3[CH2:24][CH2:23][NH:22][CH2:21][CH2:20][C@@H:14]3[NH:15][C:16]=2[CH:17]=[CH:18][CH:19]=1)[CH2:2][CH3:3]. The yield is 0.400.